This data is from Reaction yield outcomes from USPTO patents with 853,638 reactions. The task is: Predict the reaction yield, written as a fraction of the theoretical maximum amount of product (1.0 means a 100% yield; for example, 0.34 means a 34% yield). (1) The reactants are [F:1][C:2]1[CH:3]=[CH:4][C:5]([CH3:34])=[C:6]([CH2:8][CH:9]([NH:11][C:12]2[CH:17]=[CH:16][NH:15][C:14](=[O:18])[C:13]=2[C:19]2[NH:33][C:22]3=[CH:23][C:24]4[C:25](=[O:32])[N:26]([CH3:31])[C:27](=O)[C:28]=4[CH:29]=[C:21]3[N:20]=2)[CH3:10])[CH:7]=1. The catalyst is C(O)(=O)C.[Zn]. The yield is 0.828. The product is [F:1][C:2]1[CH:3]=[CH:4][C:5]([CH3:34])=[C:6]([CH2:8][CH:9]([NH:11][C:12]2[CH:17]=[CH:16][NH:15][C:14](=[O:18])[C:13]=2[C:19]2[NH:20][C:21]3=[CH:29][C:28]4[CH2:27][N:26]([CH3:31])[C:25](=[O:32])[C:24]=4[CH:23]=[C:22]3[N:33]=2)[CH3:10])[CH:7]=1. (2) The reactants are Br[C:2]1[CH:17]=[CH:16][C:5]([CH2:6][N:7]2[C:11]3[CH:12]=[CH:13][CH:14]=[CH:15][C:10]=3[N:9]=[CH:8]2)=[CH:4][CH:3]=1.[B:18]1([B:18]2[O:22][C:21]([CH3:24])([CH3:23])[C:20]([CH3:26])([CH3:25])[O:19]2)[O:22][C:21]([CH3:24])([CH3:23])[C:20]([CH3:26])([CH3:25])[O:19]1.ClCCl.C([O-])(=O)C.[K+]. The catalyst is CN(C)C=O. The product is [CH3:25][C:20]1([CH3:26])[C:21]([CH3:24])([CH3:23])[O:22][B:18]([C:2]2[CH:17]=[CH:16][C:5]([CH2:6][N:7]3[C:11]4[CH:12]=[CH:13][CH:14]=[CH:15][C:10]=4[N:9]=[CH:8]3)=[CH:4][CH:3]=2)[O:19]1. The yield is 1.00. (3) The reactants are Cl[C:2]1[CH:3]=[C:4]2[C:8](=[CH:9][CH:10]=1)[C:7](=[O:11])[N:6](C1C=NC=C(N(C3CCN(S(C4CC4)(=O)=O)C3)C)C=1)[C:5]2([CH3:32])[CH3:31].C(#N)C. The catalyst is C(O)C. The product is [CH3:31][C:5]1([CH3:32])[C:4]2[C:8](=[CH:9][CH:10]=[CH:2][CH:3]=2)[C:7](=[O:11])[NH:6]1. The yield is 0.200. (4) The catalyst is C1COCC1.CO. The yield is 0.290. The product is [CH:16]1([C:19]2[CH:23]=[C:22]([CH:24]3[CH2:28][CH2:27][CH2:26][N:25]3[C:29]3[N:30]=[C:34]([OH:33])[CH:35]=[C:36]([CH2:37][O:39][CH3:40])[N:31]=3)[O:21][N:20]=2)[CH2:17][CH2:18]1. The reactants are C[Si]([N-][Si](C)(C)C)(C)C.[Na+].S(O)(O)(=O)=O.[CH:16]1([C:19]2[CH:23]=[C:22]([CH:24]3[CH2:28][CH2:27][CH2:26][N:25]3[C:29](=[NH:31])[NH2:30])[O:21][N:20]=2)[CH2:18][CH2:17]1.C[O:33][CH2:34][C:35](=O)[CH2:36][C:37]([O:39][CH3:40])=O.